From a dataset of Reaction yield outcomes from USPTO patents with 853,638 reactions. Predict the reaction yield, written as a fraction of the theoretical maximum amount of product (1.0 means a 100% yield; for example, 0.34 means a 34% yield). (1) The reactants are [OH:1][C:2]1[CH:7]=[C:6]([Cl:8])[N:5]=[N:4][C:3]=1Cl.[CH:10]1([C:13]2[CH:18]=[CH:17][CH:16]=[C:15]([CH3:19])[C:14]=2[OH:20])[CH2:12][CH2:11]1.[OH-].[K+].Cl. The catalyst is CO. The product is [Cl:8][C:6]1[N:5]=[N:4][C:3]([O:20][C:14]2[C:15]([CH3:19])=[CH:16][CH:17]=[CH:18][C:13]=2[CH:10]2[CH2:11][CH2:12]2)=[C:2]([OH:1])[CH:7]=1. The yield is 0.260. (2) The reactants are [CH3:1][C:2]1[CH:7]=[CH:6][C:5](S(OCC2[CH2:1][C:2]3[C:7](Br)=[CH:6][CH:5]=[CH:4][C:3]=3O2)(=O)=O)=[CH:4][CH:3]=1.[N-]=[N+]=[N-].[Na+].[N:27]([CH2:30][CH:31]1[CH2:35][C:34]2[CH:36]=[C:37](Cl)[CH:38]=[C:39](C3C=CSC=3)[C:33]=2[O:32]1)=[N+:28]=[N-:29]. No catalyst specified. The product is [CH3:1][C:2]1[CH:7]=[CH:6][C:5]([C:36]2[C:34]3[CH2:35][CH:31]([CH2:30][N:27]=[N+:28]=[N-:29])[O:32][C:33]=3[CH:39]=[CH:38][CH:37]=2)=[CH:4][CH:3]=1. The yield is 0.940. (3) The reactants are [CH2:1]([O:3][C:4](=[O:12])[C:5]1[CH:10]=[CH:9][C:8]([NH2:11])=[CH:7][CH:6]=1)[CH3:2].[Br:13][C:14]1[CH:15]=[C:16]([CH:20]=O)[CH:17]=[N:18][CH:19]=1. The catalyst is C1(C)C=CC=CC=1.C1(C)C=CC(S(O)(=O)=O)=CC=1. The product is [CH2:1]([O:3][C:4](=[O:12])[C:5]1[CH:10]=[CH:9][C:8]([N:11]=[CH:20][C:16]2[CH:17]=[N:18][CH:19]=[C:14]([Br:13])[CH:15]=2)=[CH:7][CH:6]=1)[CH3:2]. The yield is 1.00. (4) The reactants are [CH3:1][N:2]1[C:6]2[CH:7]=[C:8]([C:11](Cl)=[O:12])[CH:9]=[CH:10][C:5]=2[O:4][C:3]1=[O:14].[Br:15][C:16]1[CH:21]=[CH:20][C:19]([CH2:22]Br)=[C:18]([C:24]([F:27])([F:26])[F:25])[CH:17]=1.C([O-])(O)=O.[Na+]. The catalyst is COCCOC.[Zn]. The product is [Br:15][C:16]1[CH:21]=[CH:20][C:19]([CH2:22][C:11]([C:8]2[CH:9]=[CH:10][C:5]3[O:4][C:3](=[O:14])[N:2]([CH3:1])[C:6]=3[CH:7]=2)=[O:12])=[C:18]([C:24]([F:25])([F:26])[F:27])[CH:17]=1. The yield is 0.470. (5) The reactants are [Si:1]([O:18][CH2:19][C:20]1[CH:21]=[C:22]2[C:26](=[CH:27][C:28]=1[S:29]([CH3:32])(=[O:31])=[O:30])[N:25]([CH2:33][CH2:34][NH:35]C(=O)OC(C)(C)C)[C:24]([C:43](=O)[CH:44]([CH3:46])[CH3:45])=[CH:23]2)([C:14]([CH3:17])([CH3:16])[CH3:15])([C:8]1[CH:13]=[CH:12][CH:11]=[CH:10][CH:9]=1)[C:2]1[CH:7]=[CH:6][CH:5]=[CH:4][CH:3]=1.FC(F)(F)C(O)=O. The catalyst is C(Cl)Cl. The product is [Si:1]([O:18][CH2:19][C:20]1[C:28]([S:29]([CH3:32])(=[O:31])=[O:30])=[CH:27][C:26]2[N:25]3[CH2:33][CH2:34][N:35]=[C:43]([CH:44]([CH3:45])[CH3:46])[C:24]3=[CH:23][C:22]=2[CH:21]=1)([C:14]([CH3:16])([CH3:15])[CH3:17])([C:8]1[CH:9]=[CH:10][CH:11]=[CH:12][CH:13]=1)[C:2]1[CH:3]=[CH:4][CH:5]=[CH:6][CH:7]=1. The yield is 0.650. (6) The reactants are [Li][O:2][S:3]([C:5]1[CH:6]=[CH:7][C:8]([NH:11]C(=O)OC(C)(C)C)=[N:9][CH:10]=1)=[O:4].Br[C:20]1[CH:21]=[CH:22][C:23]([C:26]#[N:27])=[N:24][CH:25]=1. The catalyst is CS(C)=O. The product is [NH2:11][C:8]1[N:9]=[CH:10][C:5]([S:3]([C:20]2[CH:21]=[CH:22][C:23]([C:26]#[N:27])=[N:24][CH:25]=2)(=[O:2])=[O:4])=[CH:6][CH:7]=1. The yield is 0.520. (7) The reactants are [Cl:1][C:2]1[CH:7]=[C:6]([O:8][C:9]2[CH:10]=[CH:11][C:12](N)=[N:13][CH:14]=2)[CH:5]=[CH:4][N:3]=1.[I-:16].[K+].N(OC(C)(C)C)=O. The catalyst is C(Cl)Cl.CCOC(C)=O. The product is [Cl:1][C:2]1[CH:7]=[C:6]([O:8][C:9]2[CH:14]=[N:13][C:12]([I:16])=[CH:11][CH:10]=2)[CH:5]=[CH:4][N:3]=1. The yield is 0.460. (8) The reactants are [C:1](=O)([O-])[O-].[Cs+].[Cs+].[OH:7][C:8]1[C:9]([CH:17]2[C:25](=[O:26])[CH:24]=[C:23]3[O:27][CH2:28][CH2:29][CH2:30][N:21]4[C:22]3=[C:18]2[CH:19]=[CH:20]4)=[CH:10][C:11]2[O:15][CH2:14][O:13][C:12]=2[CH:16]=1.ClCI. The catalyst is O1CCCC1. The product is [CH2:30]1[N:21]2[C:22]3[C:23](=[CH:24][C:25](=[O:26])[C:17]4([C:9]5=[CH:10][C:11]6[O:15][CH2:14][O:13][C:12]=6[CH:16]=[C:8]5[O:7][CH2:1]4)[C:18]=3[CH:19]=[CH:20]2)[O:27][CH2:28][CH2:29]1. The yield is 0.730. (9) The reactants are [I:1]NC(=O)CCC(N)=O.[CH3:10][O:11][C:12]1[CH:13]=[C:14]([CH2:20][CH2:21][NH2:22])[CH:15]=[CH:16][C:17]=1[O:18][CH3:19].FC(F)(F)C(O)=O. The catalyst is C(#N)C. The product is [I:1][C:15]1[CH:16]=[C:17]([O:18][CH3:19])[C:12]([O:11][CH3:10])=[CH:13][C:14]=1[CH2:20][CH2:21][NH2:22]. The yield is 0.700.